From a dataset of Full USPTO retrosynthesis dataset with 1.9M reactions from patents (1976-2016). Predict the reactants needed to synthesize the given product. (1) Given the product [OH:26][C:22]1[CH:21]=[C:20]([C:9]2[CH2:10][CH2:11][CH2:12][C:13]3[CH:18]=[C:17]([OH:19])[CH:16]=[CH:15][C:14]=3[C:8]=2[CH2:7][CH2:6][CH2:5][CH2:4][CH2:3][CH2:2][N:28]([CH3:27])[CH2:29][CH2:30][CH2:31][CH2:32][CH2:33][S:34]([CH2:37][CH2:38][CH2:39][C:40]([F:46])([F:45])[C:41]([F:42])([F:43])[F:44])(=[O:35])=[O:36])[CH:25]=[CH:24][CH:23]=1, predict the reactants needed to synthesize it. The reactants are: Br[CH2:2][CH2:3][CH2:4][CH2:5][CH2:6][CH2:7][C:8]1[C:14]2[CH:15]=[CH:16][C:17]([OH:19])=[CH:18][C:13]=2[CH2:12][CH2:11][CH2:10][C:9]=1[C:20]1[CH:25]=[CH:24][CH:23]=[C:22]([OH:26])[CH:21]=1.[CH3:27][NH:28][CH2:29][CH2:30][CH2:31][CH2:32][CH2:33][S:34]([CH2:37][CH2:38][CH2:39][C:40]([F:46])([F:45])[C:41]([F:44])([F:43])[F:42])(=[O:36])=[O:35]. (2) Given the product [Br:1][C:2]1[CH:7]=[CH:6][C:5]([C@H:8]([NH:10][C:18](=[O:19])[O:20][C:21]([CH3:24])([CH3:23])[CH3:22])[CH3:9])=[CH:4][CH:3]=1, predict the reactants needed to synthesize it. The reactants are: [Br:1][C:2]1[CH:7]=[CH:6][C:5]([C@H:8]([NH2:10])[CH3:9])=[CH:4][CH:3]=1.C(N(CC)CC)C.[C:18](O[C:18]([O:20][C:21]([CH3:24])([CH3:23])[CH3:22])=[O:19])([O:20][C:21]([CH3:24])([CH3:23])[CH3:22])=[O:19]. (3) Given the product [CH2:26]([NH:33][C:8]1[CH:9]=[C:10]([CH2:15][C:16]([CH3:25])([CH3:24])[C:17]([O:19][C:20]([CH3:23])([CH3:22])[CH3:21])=[O:18])[CH:11]=[CH:12][C:13]=1[Cl:14])[C:27]1[CH:32]=[CH:31][CH:30]=[CH:29][CH:28]=1, predict the reactants needed to synthesize it. The reactants are: CC(C)([O-])C.[Na+].Br[C:8]1[CH:9]=[C:10]([CH2:15][C:16]([CH3:25])([CH3:24])[C:17]([O:19][C:20]([CH3:23])([CH3:22])[CH3:21])=[O:18])[CH:11]=[CH:12][C:13]=1[Cl:14].[CH2:26]([NH2:33])[C:27]1[CH:32]=[CH:31][CH:30]=[CH:29][CH:28]=1.C1(P(C2C=CC=CC=2)C2C=CC3C(=CC=CC=3)C=2C2C3C(=CC=CC=3)C=CC=2P(C2C=CC=CC=2)C2C=CC=CC=2)C=CC=CC=1.[Cl-].[NH4+]. (4) Given the product [Br:12][CH2:11][C:10]1[C:2]([F:1])=[C:3]([CH:7]=[CH:8][CH:9]=1)[C:4]([OH:6])=[O:5], predict the reactants needed to synthesize it. The reactants are: [F:1][C:2]1[C:10]([CH3:11])=[CH:9][CH:8]=[CH:7][C:3]=1[C:4]([OH:6])=[O:5].[Br:12]N1C(=O)CCC1=O.N(C(C)(C)C#N)=NC(C)(C)C#N.